Dataset: Reaction yield outcomes from USPTO patents with 853,638 reactions. Task: Predict the reaction yield, written as a fraction of the theoretical maximum amount of product (1.0 means a 100% yield; for example, 0.34 means a 34% yield). (1) The reactants are [C:1]([C:5]1[CH:9]=[C:8]([NH:10][C:11]2[CH:20]=[CH:19][C:18]([CH2:21][CH3:22])=[CH:17][C:12]=2[C:13]([O:15]C)=[O:14])[N:7]([C:23]2[CH:28]=[CH:27][CH:26]=[CH:25][C:24]=2[CH3:29])[N:6]=1)([CH3:4])([CH3:3])[CH3:2].O.[OH-].[Li+].Cl. The catalyst is CO.C1COCC1.O. The product is [C:1]([C:5]1[CH:9]=[C:8]([NH:10][C:11]2[CH:20]=[CH:19][C:18]([CH2:21][CH3:22])=[CH:17][C:12]=2[C:13]([OH:15])=[O:14])[N:7]([C:23]2[CH:28]=[CH:27][CH:26]=[CH:25][C:24]=2[CH3:29])[N:6]=1)([CH3:4])([CH3:2])[CH3:3]. The yield is 0.990. (2) The reactants are [OH:1][C:2]1[CH:7]=[C:6]([O:8][CH3:9])[CH:5]=[CH:4][C:3]=1[C:10]([C:12]1[CH:17]=[CH:16][C:15]([O:18][CH2:19][C:20]2[N:21]=[C:22]([C:26]3[CH:31]=[CH:30][CH:29]=[CH:28][CH:27]=3)[O:23][C:24]=2[CH3:25])=[CH:14][CH:13]=1)=[O:11].Br[CH:33]([C:38]1[CH:43]=[CH:42][CH:41]=[CH:40][CH:39]=1)[C:34]([O:36]C)=[O:35].C(=O)([O-])[O-].[K+].[K+].CN(C)C=O. The catalyst is O. The product is [CH3:9][O:8][C:6]1[CH:5]=[CH:4][C:3]([C:10](=[O:11])[C:12]2[CH:13]=[CH:14][C:15]([O:18][CH2:19][C:20]3[N:21]=[C:22]([C:26]4[CH:27]=[CH:28][CH:29]=[CH:30][CH:31]=4)[O:23][C:24]=3[CH3:25])=[CH:16][CH:17]=2)=[C:2]([CH:7]=1)[O:1][CH:33]([C:38]1[CH:43]=[CH:42][CH:41]=[CH:40][CH:39]=1)[C:34]([OH:36])=[O:35]. The yield is 0.400.